This data is from Forward reaction prediction with 1.9M reactions from USPTO patents (1976-2016). The task is: Predict the product of the given reaction. (1) Given the reactants O.NN.[N:4]1([C:13]2[CH:18]=[CH:17][N:16]=[C:15]([NH:19][C@H:20]3[CH2:25][CH2:24][C@H:23]([CH2:26][N:27]4C(=O)C5C(=CC=CC=5)C4=O)[CH2:22][CH2:21]3)[N:14]=2)[C:8]2[CH:9]=[CH:10][CH:11]=[CH:12][C:7]=2[N:6]=[N:5]1, predict the reaction product. The product is: [NH2:27][CH2:26][C@H:23]1[CH2:22][CH2:21][C@H:20]([NH:19][C:15]2[N:14]=[C:13]([N:4]3[C:8]4[CH:9]=[CH:10][CH:11]=[CH:12][C:7]=4[N:6]=[N:5]3)[CH:18]=[CH:17][N:16]=2)[CH2:25][CH2:24]1. (2) Given the reactants [CH2:1]([CH:4]([C:8]1[CH:28]=[CH:27][C:11]([O:12][CH2:13][C:14]2[CH:19]=[CH:18][C:17]([C:20]3[CH:21]=[C:22]([CH2:25]O)[S:23][CH:24]=3)=[CH:16][CH:15]=2)=[CH:10][CH:9]=1)[CH2:5][CH2:6][CH3:7])[CH2:2][CH3:3].S(Cl)([Cl:31])=O, predict the reaction product. The product is: [CH2:1]([CH:4]([C:8]1[CH:28]=[CH:27][C:11]([O:12][CH2:13][C:14]2[CH:19]=[CH:18][C:17]([C:20]3[CH:21]=[C:22]([CH2:25][Cl:31])[S:23][CH:24]=3)=[CH:16][CH:15]=2)=[CH:10][CH:9]=1)[CH2:5][CH2:6][CH3:7])[CH2:2][CH3:3].